Task: Predict the reaction yield, written as a fraction of the theoretical maximum amount of product (1.0 means a 100% yield; for example, 0.34 means a 34% yield).. Dataset: Reaction yield outcomes from USPTO patents with 853,638 reactions (1) The reactants are [NH2:1][CH2:2][C:3]([OH:5])=[O:4].[CH3:6][O:7][CH2:8][CH2:9][CH:10]([O:14][C:15]([C:30]1[CH:35]=[CH:34][CH:33]=[CH:32][CH:31]=1)([C:22]1[CH:27]=[CH:26][C:25]([O:28][CH3:29])=[CH:24][CH:23]=1)[C:16]1[CH:21]=[CH:20][CH:19]=[CH:18][CH:17]=1)[C:11]([NH2:13])=[O:12].[OH:36][CH2:37][CH2:38][CH2:39][CH2:40][CH2:41][C:42]([OH:44])=O.Cl.C(N=C=NCCCN(C)C)C.O.ON1C2C=CC=CC=2N=N1.C(N(CC)CC)C. The catalyst is ClCCl.N1C=CC=CC=1. The product is [OH:36][CH2:37][CH2:38][CH2:39][CH2:40][CH2:41][C:42]([NH:13][NH:1][CH2:2][C:3]([OH:5])=[O:4])=[O:44].[CH3:6][O:7][CH2:8][CH2:9][CH:10]([O:14][C:15]([C:30]1[CH:31]=[CH:32][CH:33]=[CH:34][CH:35]=1)([C:22]1[CH:23]=[CH:24][C:25]([O:28][CH3:29])=[CH:26][CH:27]=1)[C:16]1[CH:21]=[CH:20][CH:19]=[CH:18][CH:17]=1)[C:11]([NH2:13])=[O:12]. The yield is 0.800. (2) The reactants are Cl.[F:2][C:3]([F:34])([F:33])[C:4]1[CH:5]=[C:6]([NH:14][C:15](=[O:32])[C:16]2[CH:21]=[C:20]([C:22]3[CH:27]=[CH:26][CH:25]=[CH:24][N:23]=3)[CH:19]=[CH:18][C:17]=2[O:28]COC)[CH:7]=[C:8]([C:10]([F:13])([F:12])[F:11])[CH:9]=1.C(=O)([O-])O.[Na+]. The catalyst is CO. The product is [F:34][C:3]([F:2])([F:33])[C:4]1[CH:5]=[C:6]([NH:14][C:15](=[O:32])[C:16]2[CH:21]=[C:20]([C:22]3[CH:27]=[CH:26][CH:25]=[CH:24][N:23]=3)[CH:19]=[CH:18][C:17]=2[OH:28])[CH:7]=[C:8]([C:10]([F:11])([F:12])[F:13])[CH:9]=1. The yield is 0.472. (3) The reactants are [NH2:1][CH2:2][C:3]([OH:5])=[O:4].[OH-].[Na+].[Cl:8][C:9]1[CH:17]=[CH:16][CH:15]=[CH:14][C:10]=1[C:11](Cl)=[O:12].Cl. The catalyst is O. The product is [Cl:8][C:9]1[CH:17]=[CH:16][CH:15]=[CH:14][C:10]=1[C:11]([NH:1][CH2:2][C:3]([OH:5])=[O:4])=[O:12]. The yield is 0.800.